Dataset: Forward reaction prediction with 1.9M reactions from USPTO patents (1976-2016). Task: Predict the product of the given reaction. (1) Given the reactants [O:1]=[C:2]1[C:11]2[C:6](=[CH:7][CH:8]=[CH:9][C:10]=2[C:12]([F:15])([F:14])[F:13])[NH:5][CH:4]=[C:3]1[C:16]([OH:18])=O.[CH:19]12[N:25]([C:26]3[N:31]=[C:30]([C:32]([F:35])([F:34])[F:33])[C:29]([NH2:36])=[CH:28][CH:27]=3)[CH:22]([CH2:23][CH2:24]1)[CH2:21][CH2:20]2.N1C=CC=CC=1, predict the reaction product. The product is: [CH:22]12[N:25]([C:26]3[N:31]=[C:30]([C:32]([F:35])([F:33])[F:34])[C:29]([NH:36][C:16]([C:3]4[C:2](=[O:1])[C:11]5[C:6](=[CH:7][CH:8]=[CH:9][C:10]=5[C:12]([F:13])([F:14])[F:15])[NH:5][CH:4]=4)=[O:18])=[CH:28][CH:27]=3)[CH:19]([CH2:20][CH2:21]1)[CH2:24][CH2:23]2. (2) Given the reactants [CH3:1][C:2]1[C:6]([C:7]2[CH:15]=[C:14]3[C:10]([C:11]4[C:19]([C:20]5[C:29]6[C:24](=[CH:25][CH:26]=[CH:27][CH:28]=6)[N:23]=[C:22](O)[CH:21]=5)=[N:18][C:17]([CH3:31])=[N:16][C:12]=4[NH:13]3)=[CH:9][C:8]=2[O:32][CH3:33])=[C:5]([CH3:34])[O:4][N:3]=1.O=P(Cl)(Cl)[Cl:37], predict the reaction product. The product is: [Cl:37][C:22]1[CH:21]=[C:20]([C:19]2[C:11]3[C:10]4[C:14](=[CH:15][C:7]([C:6]5[C:2]([CH3:1])=[N:3][O:4][C:5]=5[CH3:34])=[C:8]([O:32][CH3:33])[CH:9]=4)[NH:13][C:12]=3[N:16]=[C:17]([CH3:31])[N:18]=2)[C:29]2[C:24](=[CH:25][CH:26]=[CH:27][CH:28]=2)[N:23]=1. (3) Given the reactants [F:1][C:2]([F:21])([F:20])[C:3]1[N:4]=[C:5]([NH:8][C:9]2[CH:14]=[CH:13][C:12]([C@H:15]([CH3:19])[C:16]([OH:18])=O)=[CH:11][CH:10]=2)[S:6][CH:7]=1.C1N=CN(C(N2C=NC=C2)=O)C=1.Cl.[CH3:35][O:36][C:37](=[O:41])[C@@H:38]([CH3:40])[NH2:39], predict the reaction product. The product is: [F:20][C:2]([F:1])([F:21])[C:3]1[N:4]=[C:5]([NH:8][C:9]2[CH:10]=[CH:11][C:12]([C@H:15]([CH3:19])[C:16]([NH:39][C@H:38]([CH3:40])[C:37]([O:36][CH3:35])=[O:41])=[O:18])=[CH:13][CH:14]=2)[S:6][CH:7]=1. (4) Given the reactants [F:1][C:2]([F:32])([F:31])[CH2:3][O:4][C:5]1[CH:10]=[CH:9][C:8]([O:11][CH2:12][C:13]([F:16])([F:15])[F:14])=[CH:7][C:6]=1[S:17]([NH:20][CH2:21][C@H:22]1[CH2:27][CH2:26][C@H:25]([C:28]([NH2:30])=O)[CH2:24][CH2:23]1)(=[O:19])=[O:18], predict the reaction product. The product is: [NH2:30][CH2:28][C@H:25]1[CH2:24][CH2:23][C@H:22]([CH2:21][NH:20][S:17]([C:6]2[CH:7]=[C:8]([O:11][CH2:12][C:13]([F:14])([F:15])[F:16])[CH:9]=[CH:10][C:5]=2[O:4][CH2:3][C:2]([F:32])([F:1])[F:31])(=[O:18])=[O:19])[CH2:27][CH2:26]1. (5) Given the reactants [CH2:1]([C@@H:5]1[N:10]([CH2:11][C:12]2[CH:16]=[C:15]([C:17]3[CH:22]=[CH:21][CH:20]=[CH:19][CH:18]=3)[O:14][N:13]=2)[CH2:9][C@H:8]([CH2:23][CH:24]([CH3:26])[CH3:25])[NH:7][C:6]1=[O:27])[CH:2]([CH3:4])[CH3:3].C1(C[C@@H]2NC(=O)[C@H](CC(C)C)NC2)CC1.[F:43]C1C=CC(C2ON=C(C=O)C=2)=CC=1, predict the reaction product. The product is: [CH:24]1([CH2:23][C@@H:8]2[NH:7][C:6](=[O:27])[C@H:5]([CH2:1][CH:2]([CH3:4])[CH3:3])[N:10]([CH2:11][C:12]3[CH:16]=[C:15]([C:17]4[CH:18]=[CH:19][C:20]([F:43])=[CH:21][CH:22]=4)[O:14][N:13]=3)[CH2:9]2)[CH2:26][CH2:25]1. (6) Given the reactants Br[C:2]1[N:7]=[C:6]([NH:8][CH:9]2[CH2:14][CH2:13][CH2:12][N:11]([C:15]([O:17][C:18]([CH3:21])([CH3:20])[CH3:19])=[O:16])[CH2:10]2)[C:5]([N:22]2[CH2:26][CH2:25][CH2:24][CH2:23]2)=[N:4][CH:3]=1.[N:27]1[CH:32]=[CH:31][C:30](B(O)O)=[CH:29][CH:28]=1, predict the reaction product. The product is: [N:27]1[CH:32]=[CH:31][C:30]([C:2]2[N:7]=[C:6]([NH:8][CH:9]3[CH2:14][CH2:13][CH2:12][N:11]([C:15]([O:17][C:18]([CH3:19])([CH3:21])[CH3:20])=[O:16])[CH2:10]3)[C:5]([N:22]3[CH2:26][CH2:25][CH2:24][CH2:23]3)=[N:4][CH:3]=2)=[CH:29][CH:28]=1. (7) The product is: [CH3:1][O:2][C:3]1[CH:8]=[CH:7][CH:6]=[CH:5][C:4]=1[S:9][C:13]1[CH:21]=[CH:20][C:19]([N+:22]([O-:24])=[O:23])=[CH:18][C:14]=1[C:15]([OH:17])=[O:16]. Given the reactants [CH3:1][O:2][C:3]1[CH:8]=[CH:7][CH:6]=[CH:5][C:4]=1[SH:9].[OH-].[K+].Br[C:13]1[CH:21]=[CH:20][C:19]([N+:22]([O-:24])=[O:23])=[CH:18][C:14]=1[C:15]([OH:17])=[O:16], predict the reaction product. (8) Given the reactants [Cl:1][C:2]1[CH:7]=[CH:6][CH:5]=[CH:4][C:3]=1[C:8]1[O:9][C:10]([CH:16]([CH3:18])[CH3:17])=[C:11]([CH2:13][CH2:14][OH:15])[N:12]=1.O.[C:20]1([CH3:30])[CH:25]=[CH:24][C:23]([S:26](Cl)(=[O:28])=[O:27])=[CH:22][CH:21]=1.Cl, predict the reaction product. The product is: [Cl:1][C:2]1[CH:7]=[CH:6][CH:5]=[CH:4][C:3]=1[C:8]1[O:9][C:10]([CH:16]([CH3:18])[CH3:17])=[C:11]([CH2:13][CH2:14][O:15][S:26]([C:23]2[CH:24]=[CH:25][C:20]([CH3:30])=[CH:21][CH:22]=2)(=[O:28])=[O:27])[N:12]=1.